From a dataset of Retrosynthesis with 50K atom-mapped reactions and 10 reaction types from USPTO. Predict the reactants needed to synthesize the given product. Given the product CCCC1(CC(=O)OCC)OCCc2c1[nH]c1c(C)c(CO)cc(C#N)c21, predict the reactants needed to synthesize it. The reactants are: CCCC1(CC(=O)OCC)OCCc2c1[nH]c1c(C)c(C(=O)O)cc(C#N)c21.